Task: Predict the reaction yield, written as a fraction of the theoretical maximum amount of product (1.0 means a 100% yield; for example, 0.34 means a 34% yield).. Dataset: Reaction yield outcomes from USPTO patents with 853,638 reactions (1) The reactants are [H-].[Al+3].[Li+].[H-].[H-].[H-].[CH2:7]([N:14]1[CH2:19][CH2:18][N:17]([CH3:20])[C:16](=O)[CH:15]1[C:22]1[CH:27]=[CH:26][CH:25]=[CH:24][CH:23]=1)[C:8]1[CH:13]=[CH:12][CH:11]=[CH:10][CH:9]=1. The catalyst is O1CCCC1. The product is [CH2:7]([N:14]1[CH2:19][CH2:18][N:17]([CH3:20])[CH2:16][CH:15]1[C:22]1[CH:27]=[CH:26][CH:25]=[CH:24][CH:23]=1)[C:8]1[CH:9]=[CH:10][CH:11]=[CH:12][CH:13]=1. The yield is 0.936. (2) The reactants are Br[C:2]1[CH:7]=[CH:6][C:5]([C:8](=[C:15]2[CH2:21][CH2:20][CH2:19][CH2:18][CH2:17][CH2:16]2)[C:9]2[CH:14]=[CH:13][CH:12]=[CH:11][CH:10]=2)=[CH:4][CH:3]=1.[C:22]([O:26][C:27](=[O:30])[CH:28]=[CH2:29])([CH3:25])([CH3:24])[CH3:23].CC1C=CC=CC=1P(C1C=CC=CC=1C)C1C=CC=CC=1C.CC#N. The catalyst is CCOC(C)=O.O.CC([O-])=O.CC([O-])=O.[Pd+2]. The product is [C:15]1(=[C:8]([C:9]2[CH:10]=[CH:11][CH:12]=[CH:13][CH:14]=2)[C:5]2[CH:6]=[CH:7][C:2](/[CH:29]=[CH:28]/[C:27]([O:26][C:22]([CH3:25])([CH3:24])[CH3:23])=[O:30])=[CH:3][CH:4]=2)[CH2:16][CH2:17][CH2:18][CH2:19][CH2:20][CH2:21]1. The yield is 1.00. (3) The reactants are [CH3:1][O:2][C:3]1[CH:4]=[C:5]2[C:10](=[CH:11][C:12]=1[O:13][CH2:14][CH2:15][CH2:16][N:17]1[CH2:22][CH2:21][O:20][CH2:19][CH2:18]1)[N:9]=[CH:8][NH:7][C:6]2=O.P(Cl)(Cl)(Cl)=O.C(N(CC)CC)C.[Cl:36][C:37]1[CH:38]=[C:39]([CH:41]=[CH:42][C:43]=1[F:44])[NH2:40]. The catalyst is C(#N)C.C1(C)C=CC=CC=1. The product is [Cl:36][C:37]1[CH:38]=[C:39]([CH:41]=[CH:42][C:43]=1[F:44])[NH:40][C:6]1[C:5]2[C:10](=[CH:11][C:12]([O:13][CH2:14][CH2:15][CH2:16][N:17]3[CH2:22][CH2:21][O:20][CH2:19][CH2:18]3)=[C:3]([O:2][CH3:1])[CH:4]=2)[N:9]=[CH:8][N:7]=1. The yield is 0.710. (4) The reactants are [C:1](=[O:64])([O:62][CH3:63])[O:2][C@@H:3]1[C@@H:8]([N:9]([CH3:11])[CH3:10])[CH2:7][C@@H:6]([CH3:12])[O:5][C@H:4]1[O:13][C@H:14]([C@@H:41]([CH3:61])[C:42](=[O:60])[C@@H:43]([CH3:59])[C:44]([N:46]1[C@H:50]([CH2:51][C:52]2[CH:57]=[CH:56][CH:55]=[CH:54][CH:53]=2)[CH2:49][O:48][C:47]1=[O:58])=[O:45])[C@H:15]([CH2:19][C@@H:20]([CH3:40])[CH2:21][O:22][Si](C(C)(C)C)(C1C=CC=CC=1)C1C=CC=CC=1)[CH2:16][CH:17]=[CH2:18]. The catalyst is C(#N)C. The product is [C:1](=[O:64])([O:62][CH3:63])[O:2][C@@H:3]1[C@@H:8]([N:9]([CH3:11])[CH3:10])[CH2:7][C@@H:6]([CH3:12])[O:5][C@H:4]1[O:13][C@H:14]([C@@H:41]([CH3:61])[C:42](=[O:60])[C@@H:43]([CH3:59])[C:44]([N:46]1[C@H:50]([CH2:51][C:52]2[CH:57]=[CH:56][CH:55]=[CH:54][CH:53]=2)[CH2:49][O:48][C:47]1=[O:58])=[O:45])[C@H:15]([CH2:19][C@@H:20]([CH3:40])[CH2:21][OH:22])[CH2:16][CH:17]=[CH2:18]. The yield is 0.820. (5) The reactants are [Cl:1][C:2]1[C:7]([NH:8][S:9]([N:12]2[CH2:17][CH2:16][O:15][CH2:14][CH2:13]2)(=[O:11])=[O:10])=[CH:6][C:5]([N:18]=C(C2C=CC=CC=2)C2C=CC=CC=2)=[CH:4][N:3]=1.Cl. The catalyst is C1COCC1. The product is [NH2:18][C:5]1[CH:6]=[C:7]([NH:8][S:9]([N:12]2[CH2:17][CH2:16][O:15][CH2:14][CH2:13]2)(=[O:11])=[O:10])[C:2]([Cl:1])=[N:3][CH:4]=1. The yield is 0.770. (6) The reactants are Cl[C:2]1[N:7]=[C:6]([C:8]2[S:12][C:11]([CH2:13][CH3:14])=[N:10][C:9]=2[C:15]2[CH:16]=[C:17]([NH:21][C:22](=[O:31])[C:23]3[C:28]([F:29])=[CH:27][CH:26]=[CH:25][C:24]=3[F:30])[CH:18]=[CH:19][CH:20]=2)[CH:5]=[CH:4][N:3]=1.[F:32][C:33]1[CH:34]=[C:35]([NH2:47])[CH:36]=[CH:37][C:38]=1[O:39][CH2:40][CH2:41][N:42]1[CH2:46][CH2:45][CH2:44][CH2:43]1.CC(O)C.Cl. The catalyst is O1CCOCC1. The product is [CH2:13]([C:11]1[S:12][C:8]([C:6]2[CH:5]=[CH:4][N:3]=[C:2]([NH:47][C:35]3[CH:36]=[CH:37][C:38]([O:39][CH2:40][CH2:41][N:42]4[CH2:43][CH2:44][CH2:45][CH2:46]4)=[C:33]([F:32])[CH:34]=3)[N:7]=2)=[C:9]([C:15]2[CH:16]=[C:17]([NH:21][C:22](=[O:31])[C:23]3[C:28]([F:29])=[CH:27][CH:26]=[CH:25][C:24]=3[F:30])[CH:18]=[CH:19][CH:20]=2)[N:10]=1)[CH3:14]. The yield is 0.570. (7) The reactants are [F:1][C:2]1[CH:3]=[CH:4][C:5]2[N:6]([CH:8]=[C:9]([C:11]([NH:13][C@H:14]3[CH2:19][CH2:18][C@@H:17]([N:20]4[C:25](=[O:26])[C:24]5[CH:27]=[C:28]([F:31])[CH:29]=[N:30][C:23]=5[N:22]([C:32]5[CH:33]=[C:34]([C:38]6[CH:43]=[CH:42][C:41]([CH:44]=O)=[CH:40][C:39]=6[OH:46])[CH:35]=[CH:36][CH:37]=5)[C:21]4=[O:47])[CH2:16][CH2:15]3)=[O:12])[N:10]=2)[CH:7]=1.[CH3:48][NH:49][CH3:50].C(OC)(C)(C)C.C(O)(=O)C.C(O[BH-](OC(=O)C)OC(=O)C)(=O)C.[Na+]. The catalyst is ClCCCl. The product is [CH3:48][N:49]([CH2:44][C:41]1[CH:42]=[CH:43][C:38]([C:34]2[CH:35]=[CH:36][CH:37]=[C:32]([N:22]3[C:23]4[N:30]=[CH:29][C:28]([F:31])=[CH:27][C:24]=4[C:25](=[O:26])[N:20]([C@@H:17]4[CH2:18][CH2:19][C@H:14]([NH:13][C:11]([C:9]5[N:10]=[C:5]6[CH:4]=[CH:3][C:2]([F:1])=[CH:7][N:6]6[CH:8]=5)=[O:12])[CH2:15][CH2:16]4)[C:21]3=[O:47])[CH:33]=2)=[C:39]([OH:46])[CH:40]=1)[CH3:50]. The yield is 0.100. (8) The catalyst is CO. The reactants are [Cl:1][C:2]1[C:7]([C:8]2[N:12](S(C3C=CC=CC=3)(=O)=O)[CH:11]=[C:10]([CH2:22][N:23]([CH3:31])[C:24](=[O:30])[O:25][C:26]([CH3:29])([CH3:28])[CH3:27])[C:9]=2[F:32])=[CH:6][CH:5]=[CH:4][N:3]=1.O1CCCC1.CC(O)C.[OH-].[Na+]. The product is [Cl:1][C:2]1[C:7]([C:8]2[NH:12][CH:11]=[C:10]([CH2:22][N:23]([CH3:31])[C:24](=[O:30])[O:25][C:26]([CH3:28])([CH3:29])[CH3:27])[C:9]=2[F:32])=[CH:6][CH:5]=[CH:4][N:3]=1. The yield is 0.920. (9) The reactants are [Cl-].O[NH3+:3].[C:4](=[O:7])([O-])[OH:5].[Na+].CS(C)=O.[CH3:13][C:14]1[N:15]([CH:39]2[CH2:44][CH2:43][O:42][CH2:41][CH2:40]2)[C:16](=[O:38])[C:17]([CH2:23][C:24]2[CH:29]=[CH:28][C:27]([C:30]3[C:31]([C:36]#[N:37])=[CH:32][CH:33]=[CH:34][CH:35]=3)=[CH:26][CH:25]=2)=[C:18]([CH2:20][CH2:21][CH3:22])[N:19]=1. The catalyst is C(OCC)(=O)C. The product is [CH3:13][C:14]1[N:15]([CH:39]2[CH2:40][CH2:41][O:42][CH2:43][CH2:44]2)[C:16](=[O:38])[C:17]([CH2:23][C:24]2[CH:25]=[CH:26][C:27]([C:30]3[CH:35]=[CH:34][CH:33]=[CH:32][C:31]=3[C:36]3[NH:3][C:4](=[O:7])[O:5][N:37]=3)=[CH:28][CH:29]=2)=[C:18]([CH2:20][CH2:21][CH3:22])[N:19]=1. The yield is 0.620. (10) The reactants are FC(F)(F)C1ON=C(C2SC(C(O)=O)=CC=2)C=1C.ClC1C=CN=CC=1NC(C1SC(C2C(C)=C(C(F)(F)F)ON=2)=CC=1)=O.[CH3:44][NH:45][C:46]([C@@H:48]1[CH2:53][CH2:52][CH2:51][N:50]([C:54]([C:56]2[S:57][C:58]([C:61]3[C:65]([CH3:66])=[C:64]([C:67]([F:70])([F:69])[F:68])[O:63][N:62]=3)=[CH:59][CH:60]=2)=[O:55])[CH2:49]1)=[O:47]. No catalyst specified. The product is [CH3:44][NH:45][C:46]([C@H:48]1[CH2:53][CH2:52][CH2:51][N:50]([C:54]([C:56]2[S:57][C:58]([C:61]3[C:65]([CH3:66])=[C:64]([C:67]([F:69])([F:70])[F:68])[O:63][N:62]=3)=[CH:59][CH:60]=2)=[O:55])[CH2:49]1)=[O:47]. The yield is 0.810.